This data is from Peptide-MHC class I binding affinity with 185,985 pairs from IEDB/IMGT. The task is: Regression. Given a peptide amino acid sequence and an MHC pseudo amino acid sequence, predict their binding affinity value. This is MHC class I binding data. (1) The peptide sequence is HTDTTVKF. The MHC is Mamu-A07 with pseudo-sequence Mamu-A07. The binding affinity (normalized) is 0.195. (2) The peptide sequence is EMWAQDAAM. The MHC is HLA-B15:03 with pseudo-sequence HLA-B15:03. The binding affinity (normalized) is 0.582. (3) The peptide sequence is VTNPAVLRK. The MHC is HLA-A11:01 with pseudo-sequence HLA-A11:01. The binding affinity (normalized) is 0.740. (4) The peptide sequence is SDRLHHDPL. The MHC is HLA-A03:01 with pseudo-sequence HLA-A03:01. The binding affinity (normalized) is 0.0847. (5) The binding affinity (normalized) is 0.0847. The peptide sequence is YLQYSISTA. The MHC is HLA-B39:01 with pseudo-sequence HLA-B39:01. (6) The peptide sequence is KAELEDGAY. The MHC is HLA-A01:01 with pseudo-sequence HLA-A01:01. The binding affinity (normalized) is 0.0963. (7) The peptide sequence is SLVKKNKKR. The MHC is HLA-A68:01 with pseudo-sequence HLA-A68:01. The binding affinity (normalized) is 0. (8) The peptide sequence is TPVEHGLVL. The MHC is HLA-B51:01 with pseudo-sequence HLA-B51:01. The binding affinity (normalized) is 0.0847. (9) The peptide sequence is GRVIPRMLY. The MHC is HLA-B18:01 with pseudo-sequence HLA-B18:01. The binding affinity (normalized) is 0.0847. (10) The peptide sequence is TPSGKRLQI. The MHC is HLA-B15:17 with pseudo-sequence HLA-B15:17. The binding affinity (normalized) is 0.0847.